From a dataset of Forward reaction prediction with 1.9M reactions from USPTO patents (1976-2016). Predict the product of the given reaction. (1) Given the reactants [CH:1]1([O:4][C:5]2[CH:6]=[C:7]([C:11]3[CH:16]=[CH:15][C:14]([C:17](OC)=[O:18])=[CH:13][C:12]=3[CH:21]3[CH2:25][CH2:24][CH2:23][C:22]3([CH3:27])[CH3:26])[CH:8]=[CH:9][CH:10]=2)[CH2:3][CH2:2]1.[H-].[H-].[H-].[H-].[Li+].[Al+3].[OH-].[Na+], predict the reaction product. The product is: [CH:1]1([O:4][C:5]2[CH:6]=[C:7]([C:11]3[CH:16]=[CH:15][C:14]([CH2:17][OH:18])=[CH:13][C:12]=3[CH:21]3[CH2:25][CH2:24][CH2:23][C:22]3([CH3:27])[CH3:26])[CH:8]=[CH:9][CH:10]=2)[CH2:3][CH2:2]1. (2) Given the reactants [CH3:1][C:2]1[CH:3]=[CH:4][C:5]([S:9][C:10]2[CH:11]=[CH:12][CH:13]=[CH:14][C:15]=2[N:16]2[CH2:21][CH2:20][NH:19][CH2:18][CH2:17]2)=[C:6]([CH3:8])[CH:7]=1.[CH:22]1[C:31]2[C:26](=[CH:27][CH:28]=[CH:29][CH:30]=2)[CH:25]=[CH:24][C:23]=1[S:32]([OH:35])(=[O:34])=[O:33], predict the reaction product. The product is: [CH3:1][C:2]1[CH:3]=[CH:4][C:5]([S:9][C:10]2[CH:11]=[CH:12][CH:13]=[CH:14][C:15]=2[N:16]2[CH2:17][CH2:18][NH:19][CH2:20][CH2:21]2)=[C:6]([CH3:8])[CH:7]=1.[CH:22]1[C:31]2[C:26](=[CH:27][CH:28]=[CH:29][CH:30]=2)[CH:25]=[CH:24][C:23]=1[S:32]([O-:35])(=[O:34])=[O:33].